This data is from Forward reaction prediction with 1.9M reactions from USPTO patents (1976-2016). The task is: Predict the product of the given reaction. (1) Given the reactants Cl[C:2]1[N:10]=[C:9](Cl)[C:8]([F:12])=[CH:7][C:3]=1[C:4]([NH2:6])=[O:5].[F:13][C:14]1[N:19]=[CH:18][C:17]([NH2:20])=[CH:16][CH:15]=1.C(O[C:26](=[O:33])[NH:27][C@H:28]1[CH2:32][CH2:31][NH:30][CH2:29]1)(C)(C)C.[C:34](O)(=O)[CH:35]=C, predict the reaction product. The product is: [C:26]([NH:27][C@H:28]1[CH2:32][CH2:31][N:30]([C:2]2[N:10]=[C:9]([NH:20][C:17]3[CH:18]=[N:19][C:14]([F:13])=[CH:15][CH:16]=3)[C:8]([F:12])=[CH:7][C:3]=2[C:4]([NH2:6])=[O:5])[CH2:29]1)(=[O:33])[CH:34]=[CH2:35]. (2) The product is: [C:1]([CH2:3][C:4]1[N:5]=[C:6]([C@H:9]([NH:11][C:12]([C:14]2[C:22]3[C:17](=[N:18][CH:19]=[C:20]([C:23]4[C:31]5[C:26](=[CH:27][C:28]([F:32])=[CH:29][CH:30]=5)[N:25]([CH3:33])[N:24]=4)[N:21]=3)[NH:16][CH:15]=2)=[O:13])[CH3:10])[O:7][CH:8]=1)#[N:2]. Given the reactants [C:1]([CH2:3][C:4]1[N:5]=[C:6]([C@H:9]([NH:11][C:12]([C:14]2[C:22]3[C:17](=[N:18][CH:19]=[C:20]([C:23]4[C:31]5[C:26](=[CH:27][C:28]([F:32])=[CH:29][CH:30]=5)[N:25]([CH3:33])[N:24]=4)[N:21]=3)[N:16](COCC[Si](C)(C)C)[CH:15]=2)=[O:13])[CH3:10])[O:7][CH:8]=1)#[N:2].FC(F)(F)C(O)=O.C(N)CN, predict the reaction product. (3) Given the reactants [NH2:1][C:2]1[N:6]([C:7]([O:9][C:10]([CH3:13])([CH3:12])[CH3:11])=[O:8])[N:5]=[C:4]([O:14][CH:15]([CH3:17])[CH3:16])[CH:3]=1.[Li+].C[Si]([N-][Si](C)(C)C)(C)C.[F:28][C:29]1[N:36]=[C:35](F)[C:34]([F:38])=[CH:33][C:30]=1[C:31]#[N:32], predict the reaction product. The product is: [C:31]([C:30]1[CH:33]=[C:34]([F:38])[C:35]([NH:1][C:2]2[N:6]([C:7]([O:9][C:10]([CH3:11])([CH3:12])[CH3:13])=[O:8])[N:5]=[C:4]([O:14][CH:15]([CH3:17])[CH3:16])[CH:3]=2)=[N:36][C:29]=1[F:28])#[N:32]. (4) Given the reactants [CH2:1]([O:3][CH:4]([O:13][CH2:14][CH3:15])[C:5]1[CH:12]=[CH:11][C:8]([CH:9]=O)=[CH:7][CH:6]=1)[CH3:2].[CH3:16][O:17][C:18]1[CH:19]=[C:20]([CH:24]=[CH:25][C:26]=1[O:27][CH3:28])[CH2:21][C:22]#[N:23], predict the reaction product. The product is: [CH2:1]([O:3][CH:4]([O:13][CH2:14][CH3:15])[C:5]1[CH:12]=[CH:11][C:8](/[CH:9]=[C:21](/[C:20]2[CH:24]=[CH:25][C:26]([O:27][CH3:28])=[C:18]([O:17][CH3:16])[CH:19]=2)\[C:22]#[N:23])=[CH:7][CH:6]=1)[CH3:2]. (5) Given the reactants [CH2:1]([O:3][C:4]([N:6]1[CH2:11][CH2:10][CH:9]([C:12]2[C:20]3[C:15](=[CH:16][CH:17]=[CH:18][CH:19]=3)[NH:14][CH:13]=2)[CH2:8][CH2:7]1)=[O:5])[CH3:2].[H-].[Na+].CS(O[CH2:28][CH2:29][C:30]1[CH:34]=[CH:33][S:32][CH:31]=1)(=O)=O.O, predict the reaction product. The product is: [CH2:1]([O:3][C:4]([N:6]1[CH2:11][CH2:10][CH:9]([C:12]2[C:20]3[C:15](=[CH:16][CH:17]=[CH:18][CH:19]=3)[N:14]([CH2:28][CH2:29][C:30]3[CH:34]=[CH:33][S:32][CH:31]=3)[CH:13]=2)[CH2:8][CH2:7]1)=[O:5])[CH3:2].